Predict the reactants needed to synthesize the given product. From a dataset of Full USPTO retrosynthesis dataset with 1.9M reactions from patents (1976-2016). (1) Given the product [Br:18][C:16]1[CH:15]=[CH:14][C:13]([O:19][CH3:20])=[C:12]([C:11]2[O:21][CH2:6][C:7]([CH3:8])([CH3:9])[N:10]=2)[CH:17]=1, predict the reactants needed to synthesize it. The reactants are: S(Cl)(Cl)=O.O[CH2:6][C:7]([NH:10][C:11](=[O:21])[C:12]1[CH:17]=[C:16]([Br:18])[CH:15]=[CH:14][C:13]=1[O:19][CH3:20])([CH3:9])[CH3:8]. (2) Given the product [OH:15][CH2:14][C:11]1[NH:12][N:13]=[C:9]([NH:8][C:6]2[CH:5]=[CH:4][N:3]=[C:2]([NH:16][CH2:17][C:18]3[O:22][N:21]=[C:20]([C:23]([NH2:25])=[O:24])[CH:19]=3)[N:7]=2)[CH:10]=1, predict the reactants needed to synthesize it. The reactants are: Cl[C:2]1[N:7]=[C:6]([NH:8][C:9]2[CH:10]=[C:11]([CH2:14][OH:15])[NH:12][N:13]=2)[CH:5]=[CH:4][N:3]=1.[NH2:16][CH2:17][C:18]1[O:22][N:21]=[C:20]([C:23]([NH2:25])=[O:24])[CH:19]=1. (3) The reactants are: [OH:1][C:2]1[N:6]([C:7]2[CH:12]=[C:11]([C:13]#[N:14])[CH:10]=[CH:9][N:8]=2)[N:5]=[CH:4][CH:3]=1.[F:15][C:16]1[CH:17]=[C:18]2[C:23](=[CH:24][CH:25]=1)[CH:22](O)[CH2:21][CH2:20][CH2:19]2. Given the product [F:15][C:16]1[CH:17]=[C:18]2[C:23](=[CH:24][CH:25]=1)[CH:22]([O:1][C:2]1[N:6]([C:7]3[CH:12]=[C:11]([C:13]#[N:14])[CH:10]=[CH:9][N:8]=3)[N:5]=[CH:4][CH:3]=1)[CH2:21][CH2:20][CH2:19]2, predict the reactants needed to synthesize it. (4) Given the product [Cl:11][C:8]1[CH:9]=[CH:10][C:5]([O:4][C:2]([N:25]2[CH2:26][CH2:27][N:22]([CH2:21][CH2:20][CH2:19][CH2:18][C:12]3[CH:17]=[CH:16][CH:15]=[CH:14][CH:13]=3)[CH2:23][CH2:24]2)=[O:3])=[CH:6][CH:7]=1, predict the reactants needed to synthesize it. The reactants are: Cl[C:2]([O:4][C:5]1[CH:10]=[CH:9][C:8]([Cl:11])=[CH:7][CH:6]=1)=[O:3].[C:12]1([CH2:18][CH2:19][CH2:20][CH2:21][N:22]2[CH2:27][CH2:26][NH:25][CH2:24][CH2:23]2)[CH:17]=[CH:16][CH:15]=[CH:14][CH:13]=1.[K+].[Br-].